This data is from HIV replication inhibition screening data with 41,000+ compounds from the AIDS Antiviral Screen. The task is: Binary Classification. Given a drug SMILES string, predict its activity (active/inactive) in a high-throughput screening assay against a specified biological target. The molecule is COc1ccc(CNc2cc(=O)n(C)c(=O)[nH]2)cc1. The result is 0 (inactive).